This data is from Catalyst prediction with 721,799 reactions and 888 catalyst types from USPTO. The task is: Predict which catalyst facilitates the given reaction. (1) Reactant: [CH3:1][C:2]1[CH:3]([C:10]2[CH:17]=[CH:16][CH:15]=[CH:14][C:11]=2[CH:12]=O)[C:4]([CH3:9])=[C:5]([CH3:8])[C:6]=1[CH3:7].[F:18][C:19]1[C:24]([NH:25][NH2:26])=[C:23]([F:27])[C:22]([F:28])=[C:21]([F:29])[C:20]=1[F:30]. Product: [F:18][C:19]1[C:24]([NH:25][N:26]=[CH:12][C:11]2[CH:14]=[CH:15][CH:16]=[CH:17][C:10]=2[CH:3]2[C:2]([CH3:1])=[C:6]([CH3:7])[C:5]([CH3:8])=[C:4]2[CH3:9])=[C:23]([F:27])[C:22]([F:28])=[C:21]([F:29])[C:20]=1[F:30]. The catalyst class is: 8. (2) Reactant: [N:1]1[CH:6]=[CH:5][CH:4]=[C:3]([N:7]2[CH2:11][CH2:10][NH:9][C:8]2=[O:12])[CH:2]=1.I[C:14]1[CH:22]=[CH:21][C:17]2[S:18][CH:19]=[CH:20][C:16]=2[CH:15]=1.N[C@@H]1CCCC[C@H]1N.C(=O)([O-])[O-].[K+].[K+]. Product: [S:18]1[CH:19]=[CH:20][C:16]2[CH:15]=[C:14]([N:9]3[CH2:10][CH2:11][N:7]([C:3]4[CH:2]=[N:1][CH:6]=[CH:5][CH:4]=4)[C:8]3=[O:12])[CH:22]=[CH:21][C:17]1=2. The catalyst class is: 246. (3) Reactant: Cl[C:2]1[N:10]=[C:9]2[C:5]([N:6]=[C:7]([CH2:12][CH2:13][N:14]3[CH2:17][CH:16]([N:18]4[CH2:23][CH2:22][S:21](=[O:25])(=[O:24])[CH2:20][CH2:19]4)[CH2:15]3)[N:8]2[CH3:11])=[C:4]([N:26]2[CH2:31][CH2:30][O:29][CH2:28][CH2:27]2)[N:3]=1.[CH2:32]([C:34]1[NH:35][C:36]2[CH:42]=[CH:41][CH:40]=[CH:39][C:37]=2[N:38]=1)[CH3:33].CC(C1C=C(C(C)C)C(C2C=CC=CC=2P(C2CCCCC2)C2CCCCC2)=C(C(C)C)C=1)C.C([O-])([O-])=O.[Cs+].[Cs+]. Product: [CH2:32]([C:34]1[N:35]([C:2]2[N:10]=[C:9]3[C:5]([N:6]=[C:7]([CH2:12][CH2:13][N:14]4[CH2:15][CH:16]([N:18]5[CH2:23][CH2:22][S:21](=[O:24])(=[O:25])[CH2:20][CH2:19]5)[CH2:17]4)[N:8]3[CH3:11])=[C:4]([N:26]3[CH2:27][CH2:28][O:29][CH2:30][CH2:31]3)[N:3]=2)[C:36]2[CH:42]=[CH:41][CH:40]=[CH:39][C:37]=2[N:38]=1)[CH3:33]. The catalyst class is: 62. (4) Reactant: Cl.[Cl:2][C:3]1[CH:4]=[C:5]2[C:9](=[CH:10][CH:11]=1)[NH:8][CH:7]=[C:6]2[CH2:12][CH2:13][NH2:14].[CH3:15][C:16]1[O:17][C:18]([CH3:24])=[C:19]([C:21](Cl)=[O:22])[N:20]=1.C(N(CC)CC)C.C(OCC)(=O)C. Product: [Cl:2][C:3]1[CH:4]=[C:5]2[C:9](=[CH:10][CH:11]=1)[NH:8][CH:7]=[C:6]2[CH2:12][CH2:13][NH:14][C:21]([C:19]1[N:20]=[C:16]([CH3:15])[O:17][C:18]=1[CH3:24])=[O:22]. The catalyst class is: 4. (5) Reactant: [OH:1][C:2]1[CH:7]=[C:6]([C:8]([F:11])([F:10])[F:9])[CH:5]=[CH:4][C:3]=1[C:12]1[N:17]=[CH:16][N:15]=[C:14]([O:18][C:19]2[C:24]3[N:25]=[C:26]([NH:28][C:29](=[O:31])[CH3:30])[S:27][C:23]=3[CH:22]=[CH:21][CH:20]=2)[CH:13]=1.C1C=CC(N([S:39]([C:42]([F:45])([F:44])[F:43])(=[O:41])=[O:40])[S:39]([C:42]([F:45])([F:44])[F:43])(=[O:41])=[O:40])=CC=1.C(N(CC)C(C)C)(C)C.O. Product: [C:29]([NH:28][C:26]1[S:27][C:23]2[CH:22]=[CH:21][CH:20]=[C:19]([O:18][C:14]3[N:15]=[CH:16][N:17]=[C:12]([C:3]4[CH:4]=[CH:5][C:6]([C:8]([F:11])([F:9])[F:10])=[CH:7][C:2]=4[O:1][S:39]([C:42]([F:45])([F:44])[F:43])(=[O:41])=[O:40])[CH:13]=3)[C:24]=2[N:25]=1)(=[O:31])[CH3:30]. The catalyst class is: 139. (6) Reactant: [CH3:1][C:2]1[CH:3]=[C:4]([C:24](O)=[O:25])[CH:5]=[C:6]2[C:10]=1[C:9](=[O:11])[N:8]([CH2:12][C:13]1[CH:18]=[CH:17][C:16]([O:19][C:20]([F:23])([F:22])[F:21])=[CH:15][CH:14]=1)[CH2:7]2.CCN=C=NCCCN(C)C.C1C=CC2N(O)N=NC=2C=1.[Cl:48][CH2:49][C:50]([NH:52]O)=[NH:51]. Product: [Cl:48][CH2:49][C:50]1[N:52]=[C:24]([C:4]2[CH:5]=[C:6]3[C:10](=[C:2]([CH3:1])[CH:3]=2)[C:9](=[O:11])[N:8]([CH2:12][C:13]2[CH:18]=[CH:17][C:16]([O:19][C:20]([F:23])([F:21])[F:22])=[CH:15][CH:14]=2)[CH2:7]3)[O:25][N:51]=1. The catalyst class is: 31. (7) Reactant: C[O:2][C:3](=[O:35])[CH2:4][CH:5]1[C:11]2[CH:12]=[CH:13][CH:14]=[CH:15][C:10]=2[C:9](=[O:16])[N:8]([CH3:17])[C:7]2[CH:18]=[C:19]([C:22]([NH:24][CH2:25][C:26]3[NH:30][C:29]4[CH:31]=[CH:32][CH:33]=[CH:34][C:28]=4[N:27]=3)=[O:23])[CH:20]=[CH:21][C:6]1=2.[OH-].[Na+:37]. Product: [NH:27]1[C:28]2[CH:34]=[CH:33][CH:32]=[CH:31][C:29]=2[N:30]=[C:26]1[CH2:25][NH:24][C:22]([C:19]1[CH:20]=[CH:21][C:6]2[CH:5]([CH2:4][C:3]([O-:35])=[O:2])[C:11]3[CH:12]=[CH:13][CH:14]=[CH:15][C:10]=3[C:9](=[O:16])[N:8]([CH3:17])[C:7]=2[CH:18]=1)=[O:23].[Na+:37]. The catalyst class is: 72. (8) Reactant: C([O:3][C:4](=[O:39])[C:5]1[CH:10]=[CH:9][C:8]([NH:11][C:12](=[O:37])[C:13]([C:21]2[N:22]([C:30]3[CH:35]=[CH:34][C:33]([Cl:36])=[CH:32][CH:31]=3)[N:23]=[C:24]3[C:29]=2[CH2:28][CH2:27][CH2:26][CH2:25]3)([CH:15]2[CH2:20][CH2:19][CH2:18][CH2:17][CH2:16]2)[OH:14])=[C:7]([F:38])[CH:6]=1)C.[OH-].[Li+]. Product: [Cl:36][C:33]1[CH:32]=[CH:31][C:30]([N:22]2[C:21]([C:13]([CH:15]3[CH2:20][CH2:19][CH2:18][CH2:17][CH2:16]3)([OH:14])[C:12]([NH:11][C:8]3[CH:9]=[CH:10][C:5]([C:4]([OH:39])=[O:3])=[CH:6][C:7]=3[F:38])=[O:37])=[C:29]3[C:24]([CH2:25][CH2:26][CH2:27][CH2:28]3)=[N:23]2)=[CH:35][CH:34]=1. The catalyst class is: 36. (9) Reactant: [N-:1]([S:9]([C:12]([F:15])([F:14])[F:13])(=[O:11])=[O:10])[S:2]([C:5]([F:8])([F:7])[F:6])(=[O:4])=[O:3].[Li+].[I-].[CH2:18]([N+:22]1([CH3:29])[CH2:27][CH2:26][CH2:25][CH:24]([CH3:28])[CH2:23]1)[CH2:19][CH2:20][CH3:21]. Product: [N-:1]([S:2]([C:5]([F:8])([F:6])[F:7])(=[O:4])=[O:3])[S:9]([C:12]([F:15])([F:14])[F:13])(=[O:11])=[O:10].[CH2:18]([N+:22]1([CH3:29])[CH2:27][CH2:26][CH2:25][CH:24]([CH3:28])[CH2:23]1)[CH2:19][CH2:20][CH3:21]. The catalyst class is: 6. (10) Reactant: [C:1](Cl)(Cl)=[S:2].[CH3:5][C:6]([C:9]1[CH:10]=[C:11]([O:15][C:16]2[C:22]([CH3:23])=[CH:21][C:19]([NH2:20])=[C:18]([CH3:24])[CH:17]=2)[CH:12]=[CH:13][CH:14]=1)([CH3:8])[CH3:7].C(=O)(O)[O-].[Na+]. Product: [CH3:8][C:6]([C:9]1[CH:10]=[C:11]([O:15][C:16]2[CH:17]=[C:18]([CH3:24])[C:19]([N:20]=[C:1]=[S:2])=[CH:21][C:22]=2[CH3:23])[CH:12]=[CH:13][CH:14]=1)([CH3:5])[CH3:7]. The catalyst class is: 93.